From a dataset of Forward reaction prediction with 1.9M reactions from USPTO patents (1976-2016). Predict the product of the given reaction. (1) Given the reactants C(OC([N:8]1[CH2:13][CH2:12][N:11]([CH2:14][C:15]2[C:23]3[O:22][CH:21]=[CH:20][C:19]=3[CH:18]=[C:17]([NH2:24])[CH:16]=2)[CH2:10][CH2:9]1)=O)(C)(C)C.[S:25]1[CH:29]=[CH:28][CH:27]=[C:26]1[S:30]([Cl:33])(=[O:32])=[O:31], predict the reaction product. The product is: [ClH:33].[ClH:33].[N:11]1([CH2:14][C:15]2[C:23]3[O:22][CH:21]=[CH:20][C:19]=3[CH:18]=[C:17]([NH:24][S:30]([C:26]3[S:25][CH:29]=[CH:28][CH:27]=3)(=[O:32])=[O:31])[CH:16]=2)[CH2:10][CH2:9][NH:8][CH2:13][CH2:12]1. (2) Given the reactants [Br:1][C:2]1[C:3]([C:8]#[N:9])=[N:4][CH:5]=[CH:6][CH:7]=1.[Zn:10], predict the reaction product. The product is: [Br-:1].[C:8]([C:3]1[C:2]([Zn+:10])=[CH:7][CH:6]=[CH:5][N:4]=1)#[N:9]. (3) Given the reactants Br[Si](C)(C)C.N1C(C)=CC=CC=1C.C[O:15][P:16]([CH:20]([O:25][CH:26]1[CH2:30][CH:29]([N:31]2[CH:36]=[C:35]([F:37])[C:34](=[O:38])[NH:33][C:32]2=[O:39])[CH:28]=[CH:27]1)[C:21]([O:23]C)=[O:22])([O:18]C)=[O:17].[OH-].[Li+], predict the reaction product. The product is: [F:37][C:35]1[C:34](=[O:38])[NH:33][C:32](=[O:39])[N:31]([CH:29]2[CH2:30][CH:26]([O:25][CH:20]([P:16]([OH:18])([OH:17])=[O:15])[C:21]([OH:23])=[O:22])[CH:27]=[CH:28]2)[CH:36]=1. (4) Given the reactants C1(P(C2CCCCC2)C2C=CC=CC=2C2C(N(C)C)=CC=CC=2)CCCCC1.[N:29]1[CH:34]=[CH:33][CH:32]=[C:31]([C:35]2[CH:40]=[CH:39][N:38]=[C:37]([NH:41][C:42]3[CH:43]=[C:44]([NH:49][C:50]([C:52]4[CH:53]=[N:54][CH:55]=[C:56](Br)[CH:57]=4)=[O:51])[CH:45]=[CH:46][C:47]=3[CH3:48])[N:36]=2)[CH:30]=1.[Li]N([Si](C)(C)C)[Si](C)(C)C.[NH:69]1[CH2:74][CH2:73][O:72][CH2:71][CH2:70]1, predict the reaction product. The product is: [CH3:48][C:47]1[CH:46]=[CH:45][C:44]([NH:49][C:50](=[O:51])[C:52]2[CH:57]=[C:56]([N:69]3[CH2:74][CH2:73][O:72][CH2:71][CH2:70]3)[CH:55]=[N:54][CH:53]=2)=[CH:43][C:42]=1[NH:41][C:37]1[N:36]=[C:35]([C:31]2[CH:30]=[N:29][CH:34]=[CH:33][CH:32]=2)[CH:40]=[CH:39][N:38]=1.